This data is from Reaction yield outcomes from USPTO patents with 853,638 reactions. The task is: Predict the reaction yield, written as a fraction of the theoretical maximum amount of product (1.0 means a 100% yield; for example, 0.34 means a 34% yield). (1) The reactants are [Si]([O:8][CH2:9][C@H:10]1[O:14][C@@H:13]([N:15]2[CH:22]=[C:21]([C:23]#[C:24][CH2:25][NH:26][C:27](=[O:32])[C:28]([F:31])([F:30])[F:29])[C:19](=[O:20])[NH:18][C:16]2=[O:17])[CH2:12][C@@H:11]1[O:33][CH2:34]SC)(C(C)(C)C)(C)C.C1CCCCC=1.S(Cl)(Cl)(=O)=O.N#N.[N-:50]=[N+:51]=[N-:52].[Na+]. The catalyst is C(Cl)Cl. The product is [N:50]([CH2:34][O:33][C@@H:11]1[C@@H:10]([CH2:9][OH:8])[O:14][C@@H:13]([N:15]2[CH:22]=[C:21]([C:23]#[C:24][CH2:25][NH:26][C:27](=[O:32])[C:28]([F:31])([F:30])[F:29])[C:19](=[O:20])[NH:18][C:16]2=[O:17])[CH2:12]1)=[N+:51]=[N-:52]. The yield is 0.370. (2) The reactants are C(N(CC)CC)C.[CH3:8][S:9](Cl)(=[O:11])=[O:10].[F:13][C:14]([F:64])([F:63])[C:15]([O:24][CH2:25][C:26]([CH2:48][O:49][C:50]([C:59]([F:62])([F:61])[F:60])([C:55]([F:58])([F:57])[F:56])[C:51]([F:54])([F:53])[F:52])([CH2:33][O:34][C:35]([C:44]([F:47])([F:46])[F:45])([C:40]([F:43])([F:42])[F:41])[C:36]([F:39])([F:38])[F:37])[CH2:27][O:28][CH2:29][CH2:30][CH2:31][OH:32])([C:20]([F:23])([F:22])[F:21])[C:16]([F:19])([F:18])[F:17].C(Cl)Cl. The catalyst is C1COCC1. The product is [CH3:8][S:9]([O:32][CH2:31][CH2:30][CH2:29][O:28][CH2:27][C:26]([CH2:33][O:34][C:35]([C:36]([F:39])([F:38])[F:37])([C:40]([F:41])([F:42])[F:43])[C:44]([F:47])([F:46])[F:45])([CH2:48][O:49][C:50]([C:51]([F:52])([F:53])[F:54])([C:55]([F:56])([F:57])[F:58])[C:59]([F:60])([F:61])[F:62])[CH2:25][O:24][C:15]([C:16]([F:19])([F:18])[F:17])([C:20]([F:23])([F:22])[F:21])[C:14]([F:63])([F:64])[F:13])(=[O:11])=[O:10]. The yield is 0.950. (3) The reactants are [NH2:1][C:2]1[CH:15]=[CH:14][CH:13]=[CH:12][C:3]=1[C:4]([N:6]([CH2:8][CH2:9][C:10]#[N:11])[CH3:7])=[O:5].[Cl:16][C:17]1[N:22]=[C:21](Cl)[C:20]([Cl:24])=[CH:19][N:18]=1.C(=O)([O-])[O-].[K+].[K+]. The catalyst is CN(C)C=O.O. The product is [C:10]([CH2:9][CH2:8][N:6]([CH3:7])[C:4](=[O:5])[C:3]1[CH:12]=[CH:13][CH:14]=[CH:15][C:2]=1[NH:1][C:19]1[C:20]([Cl:24])=[CH:21][N:22]=[C:17]([Cl:16])[N:18]=1)#[N:11]. The yield is 0.500. (4) The catalyst is CN(C=O)C. The product is [CH2:43]([N:27]1[CH2:26][CH2:25][N:24]([CH:20]2[C:21]3[C:17](=[CH:16][C:15]([C:13]([NH:12][C:9]4[CH:10]=[CH:11][C:6]([CH3:5])=[C:7]([NH:30][C:31]5[N:36]=[C:35]([C:37]6[CH:38]=[N:39][CH:40]=[CH:41][CH:42]=6)[CH:34]=[CH:33][N:32]=5)[CH:8]=4)=[O:14])=[CH:23][CH:22]=3)[CH2:18][CH2:19]2)[CH2:29][CH2:28]1)[CH3:44]. The yield is 0.630. The reactants are Cl.Cl.Cl.Cl.[CH3:5][C:6]1[CH:11]=[CH:10][C:9]([NH:12][C:13]([C:15]2[CH:16]=[C:17]3[C:21](=[CH:22][CH:23]=2)[CH:20]([N:24]2[CH2:29][CH2:28][NH:27][CH2:26][CH2:25]2)[CH2:19][CH2:18]3)=[O:14])=[CH:8][C:7]=1[NH:30][C:31]1[N:36]=[C:35]([C:37]2[CH:38]=[N:39][CH:40]=[CH:41][CH:42]=2)[CH:34]=[CH:33][N:32]=1.[CH2:43](N(CC)CC)[CH3:44].C(=O)C.C(O[BH-](OC(=O)C)OC(=O)C)(=O)C.[Na+]. (5) The reactants are [C:1]([C:5]1[CH:10]=[CH:9][C:8]([N+:11]([O-:13])=[O:12])=[CH:7][C:6]=1N)([CH3:4])([CH3:3])[CH3:2].N([O-])=O.[Na+].[O-:19][S:20]([O-:22])=O.[Na+].[Na+].[ClH:25]. The catalyst is O.[O-]S([O-])(=O)=O.[Cu+2]. The product is [C:1]([C:5]1[CH:10]=[CH:9][C:8]([N+:11]([O-:13])=[O:12])=[CH:7][C:6]=1[S:20]([Cl:25])(=[O:22])=[O:19])([CH3:4])([CH3:3])[CH3:2]. The yield is 0.170. (6) The reactants are C([O:3][C:4]([C:6]1[CH:11]=[CH:10][C:9]([C:12]2[CH:17]=[CH:16][CH:15]=[C:14]([CH3:18])[CH:13]=2)=[CH:8][CH:7]=1)=[O:5])C.[OH-].[Na+]. The catalyst is O1CCCC1. The product is [CH3:18][C:14]1[CH:13]=[C:12]([C:9]2[CH:10]=[CH:11][C:6]([C:4]([OH:5])=[O:3])=[CH:7][CH:8]=2)[CH:17]=[CH:16][CH:15]=1. The yield is 0.997. (7) The product is [O:1]=[C:2]1[NH:6][C:5](=[O:7])[C:4](=[CH:8][C:9]2[CH:10]=[C:11]3[C:16](=[CH:17][CH:18]=2)[N:15]=[CH:14][N:13]=[C:12]3[N:19]2[CH2:30][CH2:29][CH2:28][CH:20]2[C:21]([OH:23])=[O:22])[S:3]1. The reactants are [O:1]=[C:2]1[NH:6][C:5](=[O:7])[C:4](=[CH:8][C:9]2[CH:10]=[C:11]3[C:16](=[CH:17][CH:18]=2)[N:15]=[CH:14][N:13]=[C:12]3[N:19]2[CH2:30][CH2:29][CH2:28][C@H:20]2[C:21]([O:23]C(C)(C)C)=[O:22])[S:3]1.C(O)(C(F)(F)F)=O.C(Cl)Cl. The yield is 0.810. No catalyst specified.